Dataset: Catalyst prediction with 721,799 reactions and 888 catalyst types from USPTO. Task: Predict which catalyst facilitates the given reaction. (1) Reactant: [CH3:1][O:2][C:3]1[CH:45]=[CH:44][C:6]([CH2:7][N:8]([CH2:35][C:36]2[CH:41]=[CH:40][C:39]([O:42][CH3:43])=[CH:38][CH:37]=2)[C:9]2[N:14]=[C:13]([CH3:15])[N:12]=[C:11]([C:16]3[CH:17]=[C:18]([CH:32](O)[CH3:33])[CH:19]=[N:20][C:21]=3[NH:22][C:23]3[CH:24]=[N:25][C:26]([O:30][CH3:31])=[C:27]([F:29])[CH:28]=3)[N:10]=2)=[CH:5][CH:4]=1.P([N:62]=[N+:63]=[N-:64])(OC1C=CC=CC=1)(OC1C=CC=CC=1)=O.N12CCCN=C1CCCCC2. Product: [N:62]([CH:32]([C:18]1[CH:17]=[C:16]([C:11]2[N:12]=[C:13]([CH3:15])[N:14]=[C:9]([N:8]([CH2:7][C:6]3[CH:44]=[CH:45][C:3]([O:2][CH3:1])=[CH:4][CH:5]=3)[CH2:35][C:36]3[CH:37]=[CH:38][C:39]([O:42][CH3:43])=[CH:40][CH:41]=3)[N:10]=2)[C:21]([NH:22][C:23]2[CH:24]=[N:25][C:26]([O:30][CH3:31])=[C:27]([F:29])[CH:28]=2)=[N:20][CH:19]=1)[CH3:33])=[N+:63]=[N-:64]. The catalyst class is: 260. (2) Reactant: [CH:1]([C@H:14]1[O:19][CH2:18][C@@H:17]([NH2:20])[CH2:16][CH2:15]1)([C:8]1[CH:13]=[CH:12][CH:11]=[CH:10][CH:9]=1)[C:2]1[CH:7]=[CH:6][CH:5]=[CH:4][CH:3]=1.[C:21]([C:23]1[CH:30]=[CH:29][C:26]([CH:27]=O)=[CH:25][CH:24]=1)#[N:22].C(O)(=O)C.[BH3-]C#N.[Na+]. Product: [CH:1]([C@H:14]1[O:19][CH2:18][C@@H:17]([NH:20][CH2:27][C:26]2[CH:29]=[CH:30][C:23]([C:21]#[N:22])=[CH:24][CH:25]=2)[CH2:16][CH2:15]1)([C:8]1[CH:13]=[CH:12][CH:11]=[CH:10][CH:9]=1)[C:2]1[CH:3]=[CH:4][CH:5]=[CH:6][CH:7]=1. The catalyst class is: 525. (3) Reactant: [C:1]([C:5]1[CH:10]=[CH:9][C:8]([C:11]2[C:19]3[C:14](=[CH:15][CH:16]=[CH:17][CH:18]=3)[N:13]([CH2:20][C:21]3[CH:22]=[C:23]([C:28]4[CH:33]=[CH:32][C:31]([C:34]([O:36]C)=[O:35])=[CH:30][CH:29]=4)[CH:24]=[CH:25][C:26]=3[CH3:27])[C:12]=2[C:38]([O:40]CC)=[O:39])=[CH:7][CH:6]=1)([CH3:4])([CH3:3])[CH3:2].[OH-].[Na+].Cl. Product: [C:34]([C:31]1[CH:30]=[CH:29][C:28]([C:23]2[CH:24]=[CH:25][C:26]([CH3:27])=[C:21]([CH2:20][N:13]3[C:14]4[C:19](=[CH:18][CH:17]=[CH:16][CH:15]=4)[C:11]([C:8]4[CH:7]=[CH:6][C:5]([C:1]([CH3:2])([CH3:3])[CH3:4])=[CH:10][CH:9]=4)=[C:12]3[C:38]([OH:40])=[O:39])[CH:22]=2)=[CH:33][CH:32]=1)([OH:36])=[O:35]. The catalyst class is: 20. (4) Reactant: [Cl:1][C:2]1[CH:3]=[C:4]([S:35]([NH:38][CH2:39][CH2:40][CH2:41][OH:42])(=[O:37])=[O:36])[CH:5]=[C:6]([F:34])[C:7]=1[CH2:8][S:9][C:10]1[N:11]([C:27]2[CH:32]=[CH:31][C:30]([F:33])=[CH:29][CH:28]=2)[C:12]([C:15]([C:18]2[CH:23]=[CH:22][C:21]([F:24])=[C:20]([O:25][CH3:26])[CH:19]=2)([CH3:17])[CH3:16])=[CH:13][N:14]=1.C(N(C(C)C)CC)(C)C.[CH3:52][S:53](Cl)(=[O:55])=[O:54]. Product: [CH3:52][S:53]([O:42][CH2:41][CH2:40][CH2:39][NH:38][S:35]([C:4]1[CH:5]=[C:6]([F:34])[C:7]([CH2:8][S:9][C:10]2[N:11]([C:27]3[CH:28]=[CH:29][C:30]([F:33])=[CH:31][CH:32]=3)[C:12]([C:15]([C:18]3[CH:23]=[CH:22][C:21]([F:24])=[C:20]([O:25][CH3:26])[CH:19]=3)([CH3:16])[CH3:17])=[CH:13][N:14]=2)=[C:2]([Cl:1])[CH:3]=1)(=[O:37])=[O:36])(=[O:55])=[O:54]. The catalyst class is: 2. (5) Reactant: Br[C:2]1[CH:3]=[C:4]([CH:23]=[CH:24][CH:25]=1)[CH2:5][O:6][C:7]1[CH:12]=[CH:11][C:10]([C:13]2([CH2:17][C:18]([O:20][CH2:21][CH3:22])=[O:19])[CH2:16][O:15][CH2:14]2)=[CH:9][CH:8]=1.[OH:26][C:27]1[N:32]=[CH:31][C:30](B(O)O)=[CH:29][CH:28]=1.C(=O)([O-])[O-].[K+].[K+]. Product: [OH:26][C:27]1[N:32]=[CH:31][C:30]([C:2]2[CH:3]=[C:4]([CH:23]=[CH:24][CH:25]=2)[CH2:5][O:6][C:7]2[CH:8]=[CH:9][C:10]([C:13]3([CH2:17][C:18]([O:20][CH2:21][CH3:22])=[O:19])[CH2:14][O:15][CH2:16]3)=[CH:11][CH:12]=2)=[CH:29][CH:28]=1. The catalyst class is: 38. (6) Reactant: [C:1]([O:5][C:6]([NH:8][C:9]1[C:14]([C:15](O)=[O:16])=[C:13]([O:18][CH3:19])[C:12]([CH2:20][N:21]2[CH2:26][CH2:25][O:24][CH2:23][CH2:22]2)=[C:11]([O:27][CH3:28])[CH:10]=1)=[O:7])([CH3:4])([CH3:3])[CH3:2].CC[N:31]=C=NCCCN(C)C.Cl.Cl.C1C=CC2N(O)N=NC=2C=1.C(N(CC)CC)C.[OH-].[NH4+]. Product: [C:1]([O:5][C:6](=[O:7])[NH:8][C:9]1[CH:10]=[C:11]([O:27][CH3:28])[C:12]([CH2:20][N:21]2[CH2:22][CH2:23][O:24][CH2:25][CH2:26]2)=[C:13]([O:18][CH3:19])[C:14]=1[C:15](=[O:16])[NH2:31])([CH3:4])([CH3:3])[CH3:2]. The catalyst class is: 1. (7) Reactant: P(Cl)(Cl)(Cl)=O.[F:6][C:7]1[CH:17]=[CH:16][C:10]2[N:11]([CH3:15])[C:12]([OH:14])=[N:13][C:9]=2[CH:8]=1.C(=O)([O-])O.[Na+].[H-].[Na+].O[CH:26]1[CH2:31][CH2:30][N:29]([C:32]([O:34][C:35]([CH3:38])([CH3:37])[CH3:36])=[O:33])[CH2:28][CH2:27]1. Product: [F:6][C:7]1[CH:17]=[CH:16][C:10]2[N:11]([CH3:15])[C:12]([O:14][CH:26]3[CH2:31][CH2:30][N:29]([C:32]([O:34][C:35]([CH3:38])([CH3:37])[CH3:36])=[O:33])[CH2:28][CH2:27]3)=[N:13][C:9]=2[CH:8]=1. The catalyst class is: 6.